Dataset: Forward reaction prediction with 1.9M reactions from USPTO patents (1976-2016). Task: Predict the product of the given reaction. (1) Given the reactants [Br:1][CH2:2][CH2:3][NH2:4].[C:5](Cl)([C:18]1[CH:23]=[CH:22][CH:21]=[CH:20][CH:19]=1)([C:12]1[CH:17]=[CH:16][CH:15]=[CH:14][CH:13]=1)[C:6]1[CH:11]=[CH:10][CH:9]=[CH:8][CH:7]=1.C(N(CC)CC)C, predict the reaction product. The product is: [Br:1][CH2:2][CH2:3][NH:4][C:5]([C:6]1[CH:11]=[CH:10][CH:9]=[CH:8][CH:7]=1)([C:18]1[CH:19]=[CH:20][CH:21]=[CH:22][CH:23]=1)[C:12]1[CH:13]=[CH:14][CH:15]=[CH:16][CH:17]=1. (2) Given the reactants [Si:1]([O:8][CH2:9][CH2:10][O:11][C:12]1[C:17]([CH3:18])=[CH:16][C:15]([C:19]2[NH:28][C:27](=[O:29])[C:26]3[C:21](=[CH:22][CH:23]=[C:24]([CH:30]=C)[CH:25]=3)[N:20]=2)=[CH:14][C:13]=1[CH3:32])([C:4]([CH3:7])([CH3:6])[CH3:5])([CH3:3])[CH3:2].C1C[O:36]CC1, predict the reaction product. The product is: [Si:1]([O:8][CH2:9][CH2:10][O:11][C:12]1[C:17]([CH3:18])=[CH:16][C:15]([C:19]2[NH:28][C:27](=[O:29])[C:26]3[C:21](=[CH:22][CH:23]=[C:24]([CH:30]=[O:36])[CH:25]=3)[N:20]=2)=[CH:14][C:13]=1[CH3:32])([C:4]([CH3:5])([CH3:7])[CH3:6])([CH3:3])[CH3:2]. (3) Given the reactants [CH3:1][C:2]1[O:6][C:5]([C:7]2[CH:12]=[CH:11][CH:10]=[CH:9][CH:8]=2)=[N:4][C:3]=1[CH2:13][CH2:14][O:15][C:16]1[C:21]2[CH:22]=[CH:23][S:24][C:20]=2[C:19](N)=[CH:18][CH:17]=1.[NH2:26][C:27]([NH2:29])=[S:28].[C:30]([O-:33])(=O)[CH3:31].[Na+].[CH2:35](O)C, predict the reaction product. The product is: [NH:26]=[C:27]1[N:29]([CH3:35])[C:30](=[O:33])[CH:31]([C:19]2[C:20]3[S:24][CH:23]=[CH:22][C:21]=3[C:16]([O:15][CH2:14][CH2:13][C:3]3[N:4]=[C:5]([C:7]4[CH:12]=[CH:11][CH:10]=[CH:9][CH:8]=4)[O:6][C:2]=3[CH3:1])=[CH:17][CH:18]=2)[S:28]1. (4) Given the reactants Cl.Cl.[NH2:3][C@H:4]([C:6]1[N:7]([C:18]2[CH:23]=[CH:22][CH:21]=[CH:20][N:19]=2)[C:8]2[C:14]([C:15]#[N:16])=[C:13]([F:17])[CH:12]=[CH:11][C:9]=2[N:10]=1)[CH3:5].Cl[C:25]1[N:33]=[CH:32][N:31]=[C:30]2[C:26]=1[N:27]=[CH:28][N:29]2C1CCCCO1.CCN(C(C)C)C(C)C, predict the reaction product. The product is: [F:17][C:13]1[CH:12]=[CH:11][C:9]2[N:10]=[C:6]([C@@H:4]([NH:3][C:25]3[N:33]=[CH:32][N:31]=[C:30]4[C:26]=3[N:27]=[CH:28][NH:29]4)[CH3:5])[N:7]([C:18]3[CH:23]=[CH:22][CH:21]=[CH:20][N:19]=3)[C:8]=2[C:14]=1[C:15]#[N:16]. (5) Given the reactants [CH3:1][C:2]1[N:11]([C:12]2[CH:17]=[CH:16][CH:15]=[CH:14][CH:13]=2)[C:10](=[O:18])[C:9]2[C:4](=[CH:5][CH:6]=[CH:7][CH:8]=2)[N:3]=1.[OH:19][C:20]1[C:27]([O:28]C)=[CH:26][CH:25]=[CH:24][C:21]=1[CH:22]=O.[CH3:30]C([O-])=O.[Na+], predict the reaction product. The product is: [OH:28][C:27]1[C:20]([O:19][CH3:30])=[C:21]([CH:22]=[CH:1][C:2]2[N:11]([C:12]3[CH:17]=[CH:16][CH:15]=[CH:14][CH:13]=3)[C:10](=[O:18])[C:9]3[C:4](=[CH:5][CH:6]=[CH:7][CH:8]=3)[N:3]=2)[CH:24]=[CH:25][CH:26]=1. (6) Given the reactants Cl.NC1C=CC=CC=1.N([O-])=O.[Na+].[Cl-].[C:14]1([N+:20]#[N:21])[CH:19]=[CH:18][CH:17]=[CH:16][CH:15]=1.[C:22]([CH:24]([CH2:30][C:31](OCC)=[O:32])C(OCC)=O)#[N:23].[OH-].[Na+], predict the reaction product. The product is: [C:22]([C:24]1[CH:30]=[C:31]([OH:32])[N:20]([C:14]2[CH:19]=[CH:18][CH:17]=[CH:16][CH:15]=2)[N:21]=1)#[N:23].